Predict the product of the given reaction. From a dataset of Forward reaction prediction with 1.9M reactions from USPTO patents (1976-2016). (1) Given the reactants [O:1]([CH2:8][C:9]1[CH:14]=[CH:13][C:12]([C:15]2[NH:36][C:18]3=[N:19][C:20]([CH:23]4[CH2:28][CH2:27][CH2:26][N:25](C(OC(C)(C)C)=O)[CH2:24]4)=[CH:21][CH:22]=[C:17]3[N:16]=2)=[CH:11][CH:10]=1)[C:2]1[CH:7]=[CH:6][CH:5]=[CH:4][CH:3]=1.FC(F)(F)C(O)=O, predict the reaction product. The product is: [O:1]([CH2:8][C:9]1[CH:14]=[CH:13][C:12]([C:15]2[NH:36][C:18]3=[N:19][C:20]([CH:23]4[CH2:28][CH2:27][CH2:26][NH:25][CH2:24]4)=[CH:21][CH:22]=[C:17]3[N:16]=2)=[CH:11][CH:10]=1)[C:2]1[CH:3]=[CH:4][CH:5]=[CH:6][CH:7]=1. (2) Given the reactants C(C1C=CC(CC([N:12]([CH:21]2[CH2:26][CH2:25][N:24]([CH2:27][CH2:28][CH:29]3[CH2:34][CH2:33][O:32][CH2:31][O:30]3)[CH2:23][CH2:22]2)[CH2:13][C:14]2[CH:19]=[CH:18][C:17]([F:20])=[CH:16][CH:15]=2)=O)=CC=1)#N.C(C(C(C([O-])=O)O)O)([O-])=O, predict the reaction product. The product is: [O:32]1[CH2:33][CH2:34][CH:29]([CH2:28][CH2:27][N:24]2[CH2:25][CH2:26][CH:21]([NH:12][CH2:13][C:14]3[CH:19]=[CH:18][C:17]([F:20])=[CH:16][CH:15]=3)[CH2:22][CH2:23]2)[O:30][CH2:31]1.